Predict the reaction yield, written as a fraction of the theoretical maximum amount of product (1.0 means a 100% yield; for example, 0.34 means a 34% yield). From a dataset of Reaction yield outcomes from USPTO patents with 853,638 reactions. (1) The reactants are [C:1]([CH2:14][C:15]([CH2:18][CH2:19]I)([F:17])[F:16])([C:4]([C:7]([C:10]([F:13])([F:12])[F:11])([F:9])[F:8])([F:6])[F:5])([F:3])[F:2].S(=O)(=O)(O)[OH:22]. No catalyst specified. The product is [C:1]([CH2:14][C:15]([CH2:18][CH2:19][OH:22])([F:17])[F:16])([C:4]([C:7]([C:10]([F:13])([F:12])[F:11])([F:9])[F:8])([F:6])[F:5])([F:3])[F:2]. The yield is 0.906. (2) The reactants are [F:1][C:2]1[CH:9]=[CH:8][C:7]([F:10])=[CH:6][C:3]=1[CH:4]=O.[CH:11]([NH2:13])=[O:12].Cl[Si](C)(C)C.[C:19]1([CH3:28])[CH:24]=[CH:23][C:22]([S:25]([OH:27])=[O:26])=[CH:21][CH:20]=1. The catalyst is O.C(OC)(C)(C)C.C(#N)C.C1(C)C=CC=CC=1. The product is [F:1][C:2]1[CH:9]=[CH:8][C:7]([F:10])=[CH:6][C:3]=1[CH:4]([S:25]([C:22]1[CH:23]=[CH:24][C:19]([CH3:28])=[CH:20][CH:21]=1)(=[O:27])=[O:26])[NH:13][CH:11]=[O:12]. The yield is 0.790.